The task is: Predict which catalyst facilitates the given reaction.. This data is from Catalyst prediction with 721,799 reactions and 888 catalyst types from USPTO. (1) Reactant: [Cl:1][C:2]1[CH:7]=[CH:6][C:5]([CH:8]([OH:29])[C:9]2[CH:10]=[C:11]([B-](F)(F)F)[S:12][C:13]=2[C:14]2[N:18]=[CH:17][N:16](C3CCCCO3)[N:15]=2)=[CH:4][CH:3]=1.[K+].Br[C:32]1[CH:37]=[CH:36][N:35]=[C:34]([C:38]#[N:39])[CH:33]=1.C1(P(C2CCCCC2)C2C=CC=CC=2C2C(OCCC)=CC=CC=2OCCC)CCCCC1.C(=O)([O-])[O-].[Na+].[Na+].C(O)C.O1CCOCC1.C(O)(C)(C)C.Cl. Product: [Cl:1][C:2]1[CH:3]=[CH:4][C:5]([CH:8]([OH:29])[C:9]2[CH:10]=[C:11]([C:32]3[CH:37]=[CH:36][N:35]=[C:34]([C:38]#[N:39])[CH:33]=3)[S:12][C:13]=2[C:14]2[NH:18][CH:17]=[N:16][N:15]=2)=[CH:6][CH:7]=1. The catalyst class is: 167. (2) Reactant: [Ag:1]=O.[C:3]12([CH2:13][S:14]([OH:17])(=[O:16])=[O:15])[C:10]([CH3:12])([CH3:11])[CH:7]([CH2:8][CH2:9]1)[CH2:6][C:4]2=[O:5]. Product: [Ag+:1].[C:3]12([CH2:13][S:14]([O-:17])(=[O:15])=[O:16])[C:10]([CH3:12])([CH3:11])[CH:7]([CH2:8][CH2:9]1)[CH2:6][C:4]2=[O:5]. The catalyst class is: 10.